This data is from Forward reaction prediction with 1.9M reactions from USPTO patents (1976-2016). The task is: Predict the product of the given reaction. (1) Given the reactants [CH2:1]([NH:8][C:9]([C:11]1[S:15][C:14]([NH2:16])=[N:13][C:12]=1[CH3:17])=[O:10])[C:2]1[CH:7]=[CH:6][CH:5]=[CH:4][CH:3]=1.CN1CCOCC1.F[P-](F)(F)(F)(F)F.N1(O[P+](N(C)C)(N(C)C)N(C)C)C2C=CC=CC=2N=N1.[N:52]1([CH2:57][C:58]2[CH:66]=[CH:65][C:61]([C:62](O)=[O:63])=[CH:60][CH:59]=2)[CH:56]=[CH:55][CH:54]=[N:53]1, predict the reaction product. The product is: [N:52]1([CH2:57][C:58]2[CH:66]=[CH:65][C:61]([C:62]([NH:16][C:14]3[S:15][C:11]([C:9]([NH:8][CH2:1][C:2]4[CH:7]=[CH:6][CH:5]=[CH:4][CH:3]=4)=[O:10])=[C:12]([CH3:17])[N:13]=3)=[O:63])=[CH:60][CH:59]=2)[CH:56]=[CH:55][CH:54]=[N:53]1. (2) The product is: [CH3:25][C@H:20]1[NH:21][C@@H:22]([CH3:24])[CH2:23][N:18]([C:16]2[CH:15]=[CH:14][C:13]([O:26][CH3:27])=[C:12]([NH:11][S:8]([C:5]3[CH:6]=[CH:7][C:2]([C:30]4[S:29][CH:33]=[CH:32][CH:31]=4)=[C:3]([F:28])[CH:4]=3)(=[O:10])=[O:9])[CH:17]=2)[CH2:19]1. Given the reactants Br[C:2]1[CH:7]=[CH:6][C:5]([S:8]([NH:11][C:12]2[CH:17]=[C:16]([N:18]3[CH2:23][C@H:22]([CH3:24])[NH:21][C@H:20]([CH3:25])[CH2:19]3)[CH:15]=[CH:14][C:13]=2[O:26][CH3:27])(=[O:10])=[O:9])=[CH:4][C:3]=1[F:28].[S:29]1[CH:33]=[CH:32][CH:31]=[C:30]1B(O)O.CC(C)([O-])C.[K+], predict the reaction product. (3) Given the reactants [Cl:1][C:2]1[N:7]=[C:6]([C:8]([O:10][CH3:11])=[O:9])[CH:5]=[C:4](Cl)[N:3]=1.[F:13][C:14]1[CH:21]=[C:20]([F:22])[CH:19]=[CH:18][C:15]=1[CH2:16][NH2:17].C(N(CC)CC)C, predict the reaction product. The product is: [CH3:11][O:10][C:8]([C:6]1[CH:5]=[C:4]([NH:17][CH2:16][C:15]2[CH:18]=[CH:19][C:20]([F:22])=[CH:21][C:14]=2[F:13])[N:3]=[C:2]([Cl:1])[N:7]=1)=[O:9]. (4) Given the reactants [F:1][C:2]1[CH:21]=[CH:20][C:19]([F:22])=[CH:18][C:3]=1[CH2:4][CH:5]1[CH2:10][CH:9]([C:11]([OH:13])=O)[CH2:8][CH2:7][N:6]1[C:14]([O:16][CH3:17])=[O:15].N1(C(N2C=CN=C2)=O)C=CN=C1.[CH2:35]([O:37][C:38](=[O:43])[CH2:39][C:40]([O-:42])=O)[CH3:36].[K+].[Cl-].[Mg+2].[Cl-].Cl, predict the reaction product. The product is: [F:1][C:2]1[CH:21]=[CH:20][C:19]([F:22])=[CH:18][C:3]=1[CH2:4][C@H:5]1[CH2:10][C@H:9]([C:11](=[O:13])[CH2:39][C:38]([O:37][CH2:35][CH3:36])=[O:43])[CH2:8][CH2:7][N:6]1[C:14]([O:16][CH3:17])=[O:15].[F:1][C:2]1[CH:21]=[CH:20][C:19]([F:22])=[CH:18][C:3]=1[CH2:4][C@H:5]1[CH2:10][C@@H:9]([C:40](=[O:42])[CH2:39][C:38]([O:37][CH2:35][CH3:36])=[O:43])[CH2:8][CH2:7][N:6]1[C:14]([O:16][CH3:17])=[O:15].